Dataset: Forward reaction prediction with 1.9M reactions from USPTO patents (1976-2016). Task: Predict the product of the given reaction. (1) Given the reactants C[O:2][C:3]1[CH:4]=[C:5]([S:9]([CH2:12][CH2:13][CH2:14][N:15]2C(=O)C3C(=CC=CC=3)C2=O)(=[O:11])=[O:10])[CH:6]=[CH:7][CH:8]=1.[BrH:26], predict the reaction product. The product is: [BrH:26].[NH2:15][CH2:14][CH2:13][CH2:12][S:9]([C:5]1[CH:4]=[C:3]([OH:2])[CH:8]=[CH:7][CH:6]=1)(=[O:10])=[O:11]. (2) Given the reactants [CH2:1]([C:3]1([CH2:25][CH3:26])[C:7](=[O:8])[O:6][CH:5]([CH2:9][CH2:10][N:11]2[CH2:16][CH2:15][N:14]([C:17]3[CH:24]=[CH:23][CH:22]=[CH:21][C:18]=3C#N)[CH2:13][CH2:12]2)[CH2:4]1)[CH3:2].N1(C2C=C([OH:39])C=CC=2)CCNCC1.N1(C2C=CC=CC=2C#N)CCNCC1, predict the reaction product. The product is: [CH2:1]([C:3]1([CH2:25][CH3:26])[CH2:4][CH:5]([CH2:9][CH2:10][N:11]2[CH2:16][CH2:15][N:14]([C:17]3[CH:18]=[CH:21][CH:22]=[C:23]([OH:39])[CH:24]=3)[CH2:13][CH2:12]2)[O:6][C:7]1=[O:8])[CH3:2]. (3) Given the reactants [NH2:1]/[C:2](/[CH3:6])=[CH:3]/[C:4]#[N:5].C[O:8][C:9](=O)[C:10]#[CH:11].C1C=CC(C2C=CC=CC=2)=CC=1.C1C=CC(OC2C=CC=CC=2)=CC=1, predict the reaction product. The product is: [CH3:6][C:2]1[NH:1][C:9](=[O:8])[CH:10]=[CH:11][C:3]=1[C:4]#[N:5].